This data is from Full USPTO retrosynthesis dataset with 1.9M reactions from patents (1976-2016). The task is: Predict the reactants needed to synthesize the given product. (1) Given the product [CH3:1][O:2][C:3]([C:5]1[C:10]([C:19]([CH3:20])=[CH2:18])=[N:9][C:8]([N:12]2[CH2:17][CH2:16][O:15][CH2:14][CH2:13]2)=[CH:7][N:6]=1)=[O:4], predict the reactants needed to synthesize it. The reactants are: [CH3:1][O:2][C:3]([C:5]1[C:10](Cl)=[N:9][C:8]([N:12]2[CH2:17][CH2:16][O:15][CH2:14][CH2:13]2)=[CH:7][N:6]=1)=[O:4].[CH2:18]([Sn](CCCC)(CCCC)C(C)=C)[CH2:19][CH2:20]C. (2) Given the product [CH3:19][C:20]1[CH:25]=[CH:24][CH:23]=[CH:22][C:21]=1[NH:26][C:27](=[O:50])[NH:28][C:29]1[CH:34]=[CH:33][C:32]([CH2:35][C:36]([N:1]2[CH2:5][CH2:4][CH2:3][CH:2]2/[CH:6]=[CH:7]/[C:8]2[CH:18]=[CH:17][C:11]([C:12]([O:14][CH2:15][CH3:16])=[O:13])=[CH:10][CH:9]=2)=[O:37])=[CH:31][CH:30]=1, predict the reactants needed to synthesize it. The reactants are: [NH:1]1[CH2:5][CH2:4][CH2:3][CH:2]1/[CH:6]=[CH:7]/[C:8]1[CH:18]=[CH:17][C:11]([C:12]([O:14][CH2:15][CH3:16])=[O:13])=[CH:10][CH:9]=1.[CH3:19][C:20]1[CH:25]=[CH:24][CH:23]=[CH:22][C:21]=1[NH:26][C:27](=[O:50])[NH:28][C:29]1[CH:34]=[CH:33][C:32]([CH2:35][C:36](OC2C(F)=C(F)C(F)=C(F)C=2F)=[O:37])=[CH:31][CH:30]=1.CCN(CC)CC. (3) The reactants are: [NH2:1][C:2]1[CH:23]=[CH:22][C:5]([O:6][C:7]2[CH:12]=[CH:11][N:10]=[C:9]([NH:13][C:14]([N:16]3[CH2:21][CH2:20][O:19][CH2:18][CH2:17]3)=[O:15])[CH:8]=2)=[C:4]([F:24])[CH:3]=1.[C:25]1([CH2:31][C:32]([N:34]=[C:35]=[S:36])=[O:33])[CH:30]=[CH:29][CH:28]=[CH:27][CH:26]=1. Given the product [F:24][C:4]1[CH:3]=[C:2]([NH:1][C:35]([NH:34][C:32](=[O:33])[CH2:31][C:25]2[CH:26]=[CH:27][CH:28]=[CH:29][CH:30]=2)=[S:36])[CH:23]=[CH:22][C:5]=1[O:6][C:7]1[CH:12]=[CH:11][N:10]=[C:9]([NH:13][C:14]([N:16]2[CH2:17][CH2:18][O:19][CH2:20][CH2:21]2)=[O:15])[CH:8]=1, predict the reactants needed to synthesize it. (4) The reactants are: C([O-])([O-])=O.[K+].[K+].C(N(CC)C(C)C)(C)C.[C:16]([O:20][C:21](=[O:27])[NH:22][CH2:23][CH2:24][CH2:25]Br)([CH3:19])([CH3:18])[CH3:17].[C:28]([C:30]1[CH:60]=[CH:59][C:33]([O:34][C:35]2[N:49]=[C:48]([O:50][C:51]3[CH:56]=[CH:55][C:54]([C:57]#[N:58])=[CH:53][CH:52]=3)[CH:47]=[CH:46][C:36]=2[C:37]([NH:39][CH:40]2[CH2:45][CH2:44][NH:43][CH2:42][CH2:41]2)=[O:38])=[CH:32][CH:31]=1)#[N:29]. Given the product [C:16]([O:20][C:21](=[O:27])[NH:22][CH2:23][CH2:24][CH2:25][N:43]1[CH2:44][CH2:45][CH:40]([NH:39][C:37]([C:36]2[C:35]([O:34][C:33]3[CH:32]=[CH:31][C:30]([C:28]#[N:29])=[CH:60][CH:59]=3)=[N:49][C:48]([O:50][C:51]3[CH:56]=[CH:55][C:54]([C:57]#[N:58])=[CH:53][CH:52]=3)=[CH:47][CH:46]=2)=[O:38])[CH2:41][CH2:42]1)([CH3:19])([CH3:18])[CH3:17], predict the reactants needed to synthesize it. (5) Given the product [C:1]([O:5][C:6](=[O:15])[N:7]([C:8]1[CH:13]=[C:12]([CH3:14])[CH:11]=[CH:10][N:9]=1)[CH2:17][CH:18]1[CH2:19][C:20](=[O:23])[NH:21][CH2:22]1)([CH3:4])([CH3:3])[CH3:2], predict the reactants needed to synthesize it. The reactants are: [C:1]([O:5][C:6](=[O:15])[NH:7][C:8]1[CH:13]=[C:12]([CH3:14])[CH:11]=[CH:10][N:9]=1)([CH3:4])([CH3:3])[CH3:2].Br[CH2:17][CH:18]1[CH2:22][NH:21][C:20](=[O:23])[CH2:19]1.[H-].[Na+].[Na].[Br-]. (6) Given the product [CH:28]1([CH2:27][NH:24][CH2:15][CH3:14])[CH2:32][CH2:31][CH2:30][CH2:29]1, predict the reactants needed to synthesize it. The reactants are: FC(F)(F)C1C=C(C=C(C(F)(F)F)C=1)CN(C[C:14]1[C:15]([N:24]([CH2:27][CH:28]2[CH2:32][CH2:31][CH2:30][CH2:29]2)CC)=NC2C(C=1)=CC=CC=2)C1NN=NN=1.[OH-].[Na+].ClCCl.S(OC)(OC)(=O)=O. (7) Given the product [Cl:1][C:2]1[C:10]2[C:6](=[C:7]([C:11]3[CH:16]=[CH:15][C:14]([O:17][CH3:18])=[CH:13][C:12]=3[CH3:19])[N:8]([CH2:22][CH2:23][CH3:24])[N:9]=2)[CH:5]=[CH:4][CH:3]=1, predict the reactants needed to synthesize it. The reactants are: [Cl:1][C:2]1[CH:3]=[CH:4][CH:5]=[C:6]2[C:10]=1[NH:9][N:8]=[C:7]2[C:11]1[CH:16]=[CH:15][C:14]([O:17][CH3:18])=[CH:13][C:12]=1[CH3:19].[H-].[Na+].[CH2:22](I)[CH2:23][CH3:24].